From a dataset of Full USPTO retrosynthesis dataset with 1.9M reactions from patents (1976-2016). Predict the reactants needed to synthesize the given product. (1) The reactants are: [CH3:1][C@H:2]1[CH2:7][C:6](OS(C(F)(F)F)(=O)=O)=[CH:5][C@H:4]([CH3:16])[N:3]1[C:17]([O:19][C:20]([CH3:23])([CH3:22])[CH3:21])=[O:18].C([O-])(=O)C.[K+].[B:29]1([B:29]2[O:33][C:32]([CH3:35])([CH3:34])[C:31]([CH3:37])([CH3:36])[O:30]2)[O:33][C:32]([CH3:35])([CH3:34])[C:31]([CH3:37])([CH3:36])[O:30]1.O. Given the product [CH3:1][C@H:2]1[CH2:7][C:6]([B:29]2[O:33][C:32]([CH3:35])([CH3:34])[C:31]([CH3:37])([CH3:36])[O:30]2)=[CH:5][C@H:4]([CH3:16])[N:3]1[C:17]([O:19][C:20]([CH3:23])([CH3:22])[CH3:21])=[O:18], predict the reactants needed to synthesize it. (2) Given the product [F:20][C:17]1[CH:16]=[CH:15][C:14]([CH2:13][N:12]2[CH:6]([CH2:7][CH2:8][CH:9]([CH3:10])[CH3:11])[CH2:5][C:4]([OH:21])=[C:37]([C:32]3[NH:33][S:34](=[O:35])(=[O:36])[C:29]4[CH:28]=[C:27]([NH:26][S:23]([CH3:22])(=[O:25])=[O:24])[CH:42]=[CH:41][C:30]=4[N:31]=3)[C:38]2=[O:39])=[CH:19][CH:18]=1, predict the reactants needed to synthesize it. The reactants are: C(O[C:4](=[O:21])[CH2:5][CH:6]([NH:12][CH2:13][C:14]1[CH:19]=[CH:18][C:17]([F:20])=[CH:16][CH:15]=1)[CH2:7][CH2:8][CH:9]([CH3:11])[CH3:10])C.[CH3:22][S:23]([NH:26][C:27]1[CH:42]=[CH:41][C:30]2[NH:31][C:32]([CH2:37][C:38](O)=[O:39])=[N:33][S:34](=[O:36])(=[O:35])[C:29]=2[CH:28]=1)(=[O:25])=[O:24].Cl.CN(C)CCCN=C=NCC.CN1CCOCC1.[O-]CC.[Na+]. (3) Given the product [OH:19][CH2:18][CH2:17][O:16][CH2:15][CH2:14][NH:13][C:2]1[N:3]=[N+:4]([O-:12])[C:5]2[CH:11]=[CH:10][CH:9]=[CH:8][C:6]=2[N:7]=1, predict the reactants needed to synthesize it. The reactants are: Cl[C:2]1[N:3]=[N+:4]([O-:12])[C:5]2[CH:11]=[CH:10][CH:9]=[CH:8][C:6]=2[N:7]=1.[NH2:13][CH2:14][CH2:15][O:16][CH2:17][CH2:18][OH:19].CCN(CC)CC. (4) Given the product [CH2:36]([C@H:10]1[C@@H:11]([C:13]2[N:18]3[C:19]4[CH:25]=[CH:24][N:23]([S:26]([C:29]5[CH:35]=[CH:34][C:32]([CH3:33])=[CH:31][CH:30]=5)(=[O:28])=[O:27])[C:20]=4[N:21]=[CH:22][C:17]3=[N:16][N:15]=2)[CH2:12][C@@H:8]([NH:7][C:6](=[O:38])[O:5][C:1]([CH3:4])([CH3:2])[CH3:3])[CH2:9]1)[CH3:37], predict the reactants needed to synthesize it. The reactants are: [C:1]([O:5][C:6](=[O:38])[NH:7][CH:8]1[CH2:12][CH:11]([C:13]([NH:15][NH:16][C:17]2[N:18]=[C:19]3[CH:25]=[CH:24][N:23]([S:26]([C:29]4[CH:35]=[CH:34][C:32]([CH3:33])=[CH:31][CH:30]=4)(=[O:28])=[O:27])[C:20]3=[N:21][CH:22]=2)=O)[CH:10]([CH2:36][CH3:37])[CH2:9]1)([CH3:4])([CH3:3])[CH3:2].O1CCOCC1.O=S(Cl)Cl.CCOC(C)=O. (5) Given the product [CH3:19][CH:18]([OH:17])[CH2:20][CH2:21][CH2:22][CH2:23][CH2:24][CH3:25].[CH2:6]([OH:5])[CH2:7][CH2:8][CH2:9][CH2:10][CH2:11][CH3:12].[CH:49](=[O:50])[CH2:48][CH2:47][CH2:46][CH2:45][CH2:44][CH3:43].[C:31]([O:35][CH3:36])(=[O:34])[CH2:32][CH2:33][CH2:45][CH2:44][CH2:43][CH2:42][CH2:41][CH2:40][CH:39]=[CH2:38], predict the reactants needed to synthesize it. The reactants are: C([O:5][CH2:6][CH2:7][CH2:8][CH2:9][CH2:10][CH2:11][CH3:12])(=O)C=C.C([O:17][CH:18]([CH2:20][CH2:21][CH2:22][CH2:23][CH2:24][CH3:25])[CH3:19])(=O)C=C.C(O)(=O)C=C.[C:31]([O:35][CH2:36]C)(=[O:34])[CH:32]=[CH2:33].[C:38](O)(=O)[CH2:39][CH2:40][CH2:41][CH2:42][CH2:43][CH2:44][CH2:45]/[CH:46]=[CH:47]\[CH2:48][C@@H:49](CCCCCC)[OH:50].[OH-].[Na+].